From a dataset of Full USPTO retrosynthesis dataset with 1.9M reactions from patents (1976-2016). Predict the reactants needed to synthesize the given product. (1) Given the product [NH2:29][CH2:28][C@@H:7]([CH2:8][C:9]1[CH:10]=[N:11][C:12]([O:15][CH2:16][CH2:17][O:18][C:19]2[C:20]([Cl:27])=[CH:21][C:22]([CH3:26])=[CH:23][C:24]=2[Cl:25])=[CH:13][CH:14]=1)[C:6]([N:5]([CH2:4][C:3]1[CH:34]=[C:35]([CH2:38][CH2:39][CH2:40][O:41][CH3:42])[CH:36]=[CH:37][C:2]=1[Cl:1])[CH:31]1[CH2:32][CH2:33]1)=[O:30], predict the reactants needed to synthesize it. The reactants are: [Cl:1][C:2]1[CH:37]=[CH:36][C:35]([CH2:38][CH2:39][CH2:40][O:41][CH3:42])=[CH:34][C:3]=1[CH2:4][N:5]([CH:31]1[CH2:33][CH2:32]1)[C:6](=[O:30])[CH:7]([C:28]#[N:29])[CH2:8][C:9]1[CH:10]=[N:11][C:12]([O:15][CH2:16][CH2:17][O:18][C:19]2[C:24]([Cl:25])=[CH:23][C:22]([CH3:26])=[CH:21][C:20]=2[Cl:27])=[CH:13][CH:14]=1.[BH4-].[Na+].C(Cl)Cl. (2) Given the product [CH3:11][S:8]([C:5]1[CH:6]=[CH:7][C:2]([N:30]2[CH:34]=[CH:33][CH:32]=[N:31]2)=[C:3]([C:12]([N:14]2[CH2:19][CH2:18][N:17]([C:20]3[CH:25]=[CH:24][C:23]([C:26]([F:29])([F:28])[F:27])=[CH:22][CH:21]=3)[CH2:16][CH2:15]2)=[O:13])[CH:4]=1)(=[O:10])=[O:9], predict the reactants needed to synthesize it. The reactants are: I[C:2]1[CH:7]=[CH:6][C:5]([S:8]([CH3:11])(=[O:10])=[O:9])=[CH:4][C:3]=1[C:12]([N:14]1[CH2:19][CH2:18][N:17]([C:20]2[CH:25]=[CH:24][C:23]([C:26]([F:29])([F:28])[F:27])=[CH:22][CH:21]=2)[CH2:16][CH2:15]1)=[O:13].[NH:30]1[CH:34]=[CH:33][CH:32]=[N:31]1.C(=O)([O-])[O-].[K+].[K+].N[C@@H]1CCCC[C@H]1N. (3) Given the product [Br:1][CH2:33][CH2:32][CH2:31][C:19]1[S:20][C:21]2[CH:26]=[C:25]([C:27]([F:30])([F:29])[F:28])[CH:24]=[CH:23][C:22]=2[C:18]=1[CH2:16][CH3:17], predict the reactants needed to synthesize it. The reactants are: [Br:1]C1C=CC2SC(CCCBr)=C(C)C=2C=1.[CH2:16]([C:18]1[C:22]2[CH:23]=[CH:24][C:25]([C:27]([F:30])([F:29])[F:28])=[CH:26][C:21]=2[S:20][C:19]=1[CH2:31][CH2:32][CH2:33]O)[CH3:17]. (4) Given the product [OH:3][C:1]([C:4]1[C:12]2[O:11][CH2:10][CH:9]([C:13]3[CH:18]=[CH:17][C:16]([CH:19]([CH3:20])[CH3:21])=[CH:15][CH:14]=3)[C:8]=2[C:7]([CH3:22])=[C:6]([NH:23][C:24](=[O:30])[CH2:25][C:26]([CH3:29])([CH3:28])[CH3:27])[C:5]=1[CH3:31])([CH3:32])[CH3:2], predict the reactants needed to synthesize it. The reactants are: [C:1]([C:4]1[C:12]2[O:11][CH2:10][CH:9]([C:13]3[CH:18]=[CH:17][C:16]([CH:19]([CH3:21])[CH3:20])=[CH:15][CH:14]=3)[C:8]=2[C:7]([CH3:22])=[C:6]([NH:23][C:24](=[O:30])[CH2:25][C:26]([CH3:29])([CH3:28])[CH3:27])[C:5]=1[CH3:31])(=[O:3])[CH3:2].[C:32](OCC)(=O)C.CCCCCC. (5) Given the product [NH:8]1[C:9]2[CH2:13][CH2:12][CH2:11][C:10]=2[C:6]([C:4]([NH2:14])=[O:3])=[N:7]1, predict the reactants needed to synthesize it. The reactants are: C([O:3][C:4]([C:6]1[C:10]2[CH2:11][CH2:12][CH2:13][C:9]=2[NH:8][N:7]=1)=O)C.[NH3:14].CO.